From a dataset of NCI-60 drug combinations with 297,098 pairs across 59 cell lines. Regression. Given two drug SMILES strings and cell line genomic features, predict the synergy score measuring deviation from expected non-interaction effect. Drug 1: CC1=C2C(C(=O)C3(C(CC4C(C3C(C(C2(C)C)(CC1OC(=O)C(C(C5=CC=CC=C5)NC(=O)C6=CC=CC=C6)O)O)OC(=O)C7=CC=CC=C7)(CO4)OC(=O)C)O)C)OC(=O)C. Drug 2: CCC1(CC2CC(C3=C(CCN(C2)C1)C4=CC=CC=C4N3)(C5=C(C=C6C(=C5)C78CCN9C7C(C=CC9)(C(C(C8N6C)(C(=O)OC)O)OC(=O)C)CC)OC)C(=O)OC)O.OS(=O)(=O)O. Cell line: COLO 205. Synergy scores: CSS=12.1, Synergy_ZIP=11.1, Synergy_Bliss=9.85, Synergy_Loewe=-7.15, Synergy_HSA=1.24.